Dataset: Reaction yield outcomes from USPTO patents with 853,638 reactions. Task: Predict the reaction yield, written as a fraction of the theoretical maximum amount of product (1.0 means a 100% yield; for example, 0.34 means a 34% yield). (1) The reactants are [Br:1][C:2]1[CH:3]=[C:4]([CH2:8][C:9]([OH:11])=[O:10])[CH:5]=[CH:6][CH:7]=1.Cl.[CH3:13]O. No catalyst specified. The product is [CH3:13][O:10][C:9](=[O:11])[CH2:8][C:4]1[CH:5]=[CH:6][CH:7]=[C:2]([Br:1])[CH:3]=1. The yield is 0.960. (2) The reactants are [CH3:1][O:2][C:3](=[O:50])[C:4]1[CH:9]=[CH:8][C:7]([C:10]([N:12]2[CH2:18][C@H:17]([NH:19][C:20](=[O:32])[C@@H:21]([N:23](C(OC(C)(C)C)=O)[CH3:24])[CH3:22])[C:16](=[O:33])[N:15]([CH2:34][C:35]3[C:44]4[C:39](=[CH:40][CH:41]=[CH:42][CH:43]=4)[CH:38]=[CH:37][C:36]=3[CH3:45])[C:14]3[CH:46]=[CH:47][CH:48]=[CH:49][C:13]2=3)=[O:11])=[CH:6][CH:5]=1.[ClH:51]. The catalyst is O1CCOCC1. The product is [ClH:51].[CH3:1][O:2][C:3](=[O:50])[C:4]1[CH:9]=[CH:8][C:7]([C:10]([N:12]2[CH2:18][C@H:17]([NH:19][C:20](=[O:32])[C@@H:21]([NH:23][CH3:24])[CH3:22])[C:16](=[O:33])[N:15]([CH2:34][C:35]3[C:44]4[C:39](=[CH:40][CH:41]=[CH:42][CH:43]=4)[CH:38]=[CH:37][C:36]=3[CH3:45])[C:14]3[CH:46]=[CH:47][CH:48]=[CH:49][C:13]2=3)=[O:11])=[CH:6][CH:5]=1. The yield is 0.460. (3) The reactants are Cl[C:2]1[N:7]=[C:6]([C:8]2[C:9]([C:13]3[CH:18]=[CH:17][C:16]([F:19])=[CH:15][CH:14]=3)=[N:10][NH:11][CH:12]=2)[CH:5]=[CH:4][N:3]=1.[CH3:20][O:21][C:22]1[CH:29]=[CH:28][C:25]([CH2:26][NH2:27])=[CH:24][CH:23]=1. No catalyst specified. The product is [F:19][C:16]1[CH:17]=[CH:18][C:13]([C:9]2[C:8]([C:6]3[CH:5]=[CH:4][N:3]=[C:2]([NH:27][CH2:26][C:25]4[CH:28]=[CH:29][C:22]([O:21][CH3:20])=[CH:23][CH:24]=4)[N:7]=3)=[CH:12][NH:11][N:10]=2)=[CH:14][CH:15]=1. The yield is 0.800. (4) The yield is 0.590. The product is [N:9]1([CH:5]2[CH2:6][CH2:7][NH:8][C:4]2=[O:3])[CH2:14][CH2:13][CH2:12][CH2:11][CH2:10]1. The catalyst is CO. The reactants are C([O:3][C:4](=O)[CH:5]([N:9]1[CH2:14][CH2:13][CH2:12][CH2:11][CH2:10]1)[CH2:6][C:7]#[N:8])C.N#N. (5) The reactants are Br[C:2]1[CH:3]=[C:4]2[C:10]([C:11]3[N:12]([S:16]([C:19]4[CH:24]=[CH:23][C:22]([CH3:25])=[CH:21][CH:20]=4)(=[O:18])=[O:17])[N:13]=[CH:14][CH:15]=3)=[CH:9][N:8]([S:26]([C:29]3[CH:34]=[CH:33][C:32]([CH3:35])=[CH:31][CH:30]=3)(=[O:28])=[O:27])[C:5]2=[N:6][CH:7]=1.[B:36]1([B:36]2[O:40][C:39]([CH3:42])([CH3:41])[C:38]([CH3:44])([CH3:43])[O:37]2)[O:40][C:39]([CH3:42])([CH3:41])[C:38]([CH3:44])([CH3:43])[O:37]1.ClCCl.C([O-])(=O)C.[Na+]. The catalyst is CN(C=O)C.C1C=CC(P(C2C=CC=CC=2)[C-]2C=CC=C2)=CC=1.C1C=CC(P(C2C=CC=CC=2)[C-]2C=CC=C2)=CC=1.Cl[Pd]Cl.[Fe+2]. The product is [CH3:43][C:38]1([CH3:44])[C:39]([CH3:42])([CH3:41])[O:40][B:36]([C:2]2[CH:3]=[C:4]3[C:10]([C:11]4[N:12]([S:16]([C:19]5[CH:24]=[CH:23][C:22]([CH3:25])=[CH:21][CH:20]=5)(=[O:18])=[O:17])[N:13]=[CH:14][CH:15]=4)=[CH:9][N:8]([S:26]([C:29]4[CH:34]=[CH:33][C:32]([CH3:35])=[CH:31][CH:30]=4)(=[O:28])=[O:27])[C:5]3=[N:6][CH:7]=2)[O:37]1. The yield is 0.390. (6) The reactants are [O:1]1[CH2:5][CH2:4][O:3][CH:2]1[CH2:6][CH2:7][CH2:8][CH2:9][CH2:10][CH2:11][CH2:12][CH2:13][O:14][C:15]1[CH:16]=[C:17]([CH2:22][OH:23])[CH:18]=[C:19]([Br:21])[CH:20]=1.[O-2].[Mg+4].[O-2]. The catalyst is O1CCOCC1. The product is [O:1]1[CH2:5][CH2:4][O:3][CH:2]1[CH2:6][CH2:7][CH2:8][CH2:9][CH2:10][CH2:11][CH2:12][CH2:13][O:14][C:15]1[CH:16]=[C:17]([CH:18]=[C:19]([Br:21])[CH:20]=1)[CH:22]=[O:23]. The yield is 0.740.